This data is from Reaction yield outcomes from USPTO patents with 853,638 reactions. The task is: Predict the reaction yield, written as a fraction of the theoretical maximum amount of product (1.0 means a 100% yield; for example, 0.34 means a 34% yield). (1) The reactants are [C:1]1([CH2:7][CH2:8][CH2:9][CH2:10][CH2:11][CH2:12][CH2:13][CH2:14][NH2:15])[CH:6]=[CH:5][CH:4]=[CH:3][CH:2]=1.[Li]CCCC.C([O:23][C:24](=O)[C:25]1[CH:30]=[C:29]([C:31]2[CH:36]=[CH:35][CH:34]=[C:33]([Cl:37])[CH:32]=2)[C:28]([O:38][CH2:39][CH2:40][OH:41])=[C:27]([C:42]2[CH:47]=[CH:46][CH:45]=[C:44]([Cl:48])[CH:43]=2)[CH:26]=1)C. The catalyst is C1COCC1. The product is [C:1]1([CH2:7][CH2:8][CH2:9][CH2:10][CH2:11][CH2:12][CH2:13][CH2:14][NH:15][C:24](=[O:23])[C:25]2[CH:26]=[C:27]([C:42]3[CH:47]=[CH:46][CH:45]=[C:44]([Cl:48])[CH:43]=3)[C:28]([O:38][CH2:39][CH2:40][OH:41])=[C:29]([C:31]3[CH:36]=[CH:35][CH:34]=[C:33]([Cl:37])[CH:32]=3)[CH:30]=2)[CH:6]=[CH:5][CH:4]=[CH:3][CH:2]=1. The yield is 0.650. (2) The reactants are [CH2:1]([O:8][C:9]1[CH:14]=[C:13]([CH2:15][CH3:16])[CH:12]=[CH:11][C:10]=1[OH:17])[C:2]1[CH:7]=[CH:6][CH:5]=[CH:4][CH:3]=1.FC1C([N+]([O-])=O)=NC=CC=1.[F:28][C:29]1[CH:30]=[C:31]([C:36](=[O:38])[CH3:37])[CH:32]=[CH:33][C:34]=1F. No catalyst specified. The product is [CH2:1]([O:8][C:9]1[CH:14]=[C:13]([CH2:15][CH3:16])[CH:12]=[CH:11][C:10]=1[O:17][C:34]1[CH:33]=[CH:32][C:31]([C:36](=[O:38])[CH3:37])=[CH:30][C:29]=1[F:28])[C:2]1[CH:7]=[CH:6][CH:5]=[CH:4][CH:3]=1. The yield is 0.960. (3) The reactants are [N:1]1([C:4]([C:6]2[CH:11]=[CH:10][C:9]([N+:12]([O-])=O)=[C:8]([O:15][CH3:16])[CH:7]=2)=[O:5])[CH2:3][CH2:2]1.OCC1(OC[C@@H](O)[C@@H](O)[C@H]1O)O. The yield is 0.330. The product is [NH2:12][C:9]1[CH:10]=[CH:11][C:6]([C:4]([N:1]2[CH2:3][CH2:2]2)=[O:5])=[CH:7][C:8]=1[O:15][CH3:16]. The catalyst is CO.[Pd]. (4) The reactants are Cl[C:2]1[CH:7]=[C:6]([O:8][C:9]2[CH:10]=[CH:11][C:12]([NH:15][C:16]([N:18]3[CH2:22][CH2:21][N:20]([CH:23]4[CH2:28][CH2:27][O:26][CH2:25][CH2:24]4)[C:19]3=[O:29])=[O:17])=[N:13][CH:14]=2)[CH:5]=[CH:4][N:3]=1.C([O-])([O-])=O.[K+].[K+].[CH3:36][C:37]1[CH:42]=[CH:41][C:40](B2OC(C)(C)C(C)(C)O2)=[CH:39][N:38]=1. The catalyst is O1CCOCC1.O.C1C=CC([P]([Pd]([P](C2C=CC=CC=2)(C2C=CC=CC=2)C2C=CC=CC=2)([P](C2C=CC=CC=2)(C2C=CC=CC=2)C2C=CC=CC=2)[P](C2C=CC=CC=2)(C2C=CC=CC=2)C2C=CC=CC=2)(C2C=CC=CC=2)C2C=CC=CC=2)=CC=1. The product is [CH3:36][C:37]1[N:38]=[CH:39][C:40]([C:2]2[CH:7]=[C:6]([O:8][C:9]3[CH:10]=[CH:11][C:12]([NH:15][C:16]([N:18]4[CH2:22][CH2:21][N:20]([CH:23]5[CH2:28][CH2:27][O:26][CH2:25][CH2:24]5)[C:19]4=[O:29])=[O:17])=[N:13][CH:14]=3)[CH:5]=[CH:4][N:3]=2)=[CH:41][CH:42]=1. The yield is 0.520. (5) The reactants are C[O:2][C:3]([C:5]1[C:9]([NH:10][C:11](=[O:26])[CH2:12][O:13][C:14]2[CH:19]=[CH:18][C:17]([CH:20]3[CH2:25][CH2:24][CH2:23][CH2:22][CH2:21]3)=[CH:16][CH:15]=2)=[CH:8][S:7][CH:6]=1)=[O:4].[OH-].[Na+].Cl. The catalyst is C1COCC1.O. The product is [CH:20]1([C:17]2[CH:18]=[CH:19][C:14]([O:13][CH2:12][C:11]([NH:10][C:9]3[C:5]([C:3]([OH:4])=[O:2])=[CH:6][S:7][CH:8]=3)=[O:26])=[CH:15][CH:16]=2)[CH2:25][CH2:24][CH2:23][CH2:22][CH2:21]1. The yield is 0.710. (6) The product is [OH:8][C:9]1[C:17]2[O:16][C:15]([CH3:18])([CH3:19])[C:14](=[O:20])[C:13]=2[C:12]([CH3:21])=[C:11]([N:22]2[CH2:27][CH2:26][N:25]([C:28]3[CH:33]=[CH:32][C:31]([O:34][CH3:35])=[CH:30][CH:29]=3)[CH2:24][CH2:23]2)[C:10]=1[CH3:36]. The reactants are Cl.C(O)C.COC[O:8][C:9]1[C:17]2[O:16][C:15]([CH3:19])([CH3:18])[C:14](=[O:20])[C:13]=2[C:12]([CH3:21])=[C:11]([N:22]2[CH2:27][CH2:26][N:25]([C:28]3[CH:33]=[CH:32][C:31]([O:34][CH3:35])=[CH:30][CH:29]=3)[CH2:24][CH2:23]2)[C:10]=1[CH3:36].O.C(=O)(O)[O-].[Na+]. The yield is 0.870. The catalyst is C(OCC)(=O)C. (7) The reactants are [Br:1][C:2]1[CH:3]=[C:4]2[C:8](=[CH:9][CH:10]=1)[NH:7][C:6](=[O:11])[CH2:5]2.[CH2:12]([N:14]([CH2:36][CH3:37])[CH2:15][CH2:16][NH:17][C:18]([C:20]1[C:24]([C:25]2[CH:30]=[CH:29][CH:28]=[CH:27][CH:26]=2)=[C:23]([CH:31]=O)[NH:22][C:21]=1[CH:33]([CH3:35])[CH3:34])=[O:19])[CH3:13]. No catalyst specified. The product is [CH2:36]([N:14]([CH2:12][CH3:13])[CH2:15][CH2:16][NH:17][C:18]([C:20]1[C:24]([C:25]2[CH:26]=[CH:27][CH:28]=[CH:29][CH:30]=2)=[C:23]([CH:31]=[C:5]2[C:4]3[C:8](=[CH:9][CH:10]=[C:2]([Br:1])[CH:3]=3)[NH:7][C:6]2=[O:11])[NH:22][C:21]=1[CH:33]([CH3:35])[CH3:34])=[O:19])[CH3:37]. The yield is 0.530. (8) The reactants are [Cl-].O[NH3+:3].[C:4](=[O:7])([O-])[OH:5].[Na+].CS(C)=O.[O:13]=[C:14]1[C:19]([CH2:20][C:21]2[CH:26]=[CH:25][C:24]([C:27]3[C:28]([C:33]#[N:34])=[CH:29][CH:30]=[CH:31][CH:32]=3)=[CH:23][CH:22]=2)=[C:18]([CH2:35][CH2:36][CH3:37])[N:17]2[N:38]=[CH:39][N:40]=[C:16]2[N:15]1[C@H:41]1[CH2:46][CH2:45][C@H:44]([O:47][CH2:48][CH:49]([OH:54])[C:50]([F:53])([F:52])[F:51])[CH2:43][CH2:42]1. The catalyst is O.C(OCC)(=O)C. The product is [O:7]=[C:4]1[O:5][N:3]=[C:33]([C:28]2[CH:29]=[CH:30][CH:31]=[CH:32][C:27]=2[C:24]2[CH:25]=[CH:26][C:21]([CH2:20][C:19]3[C:14](=[O:13])[N:15]([C@H:41]4[CH2:46][CH2:45][C@H:44]([O:47][CH2:48][CH:49]([OH:54])[C:50]([F:52])([F:53])[F:51])[CH2:43][CH2:42]4)[C:16]4[N:17]([N:38]=[CH:39][N:40]=4)[C:18]=3[CH2:35][CH2:36][CH3:37])=[CH:22][CH:23]=2)[NH:34]1. The yield is 0.580. (9) The reactants are [C:1]([O:5][C:6](=[O:16])[CH2:7]P(OCC)(OCC)=O)([CH3:4])([CH3:3])[CH3:2].[H-].[Na+].[CH:19]([S:22][C:23]1[CH:30]=[CH:29][CH:28]=[CH:27][C:24]=1[CH:25]=O)([CH3:21])[CH3:20]. The catalyst is C1COCC1. The product is [CH:19]([S:22][C:23]1[CH:30]=[CH:29][CH:28]=[CH:27][C:24]=1[CH:25]=[CH:7][C:6]([O:5][C:1]([CH3:2])([CH3:3])[CH3:4])=[O:16])([CH3:21])[CH3:20]. The yield is 0.920.